This data is from Catalyst prediction with 721,799 reactions and 888 catalyst types from USPTO. The task is: Predict which catalyst facilitates the given reaction. (1) Reactant: C(OC([N:8]1[CH2:13][CH2:12][N:11]([C:14]([C:16]2[C:17]3[C:32]([CH3:33])=[N:31][N:30](C4CCCCO4)[C:18]=3[N:19]=[C:20]([C:22]3[CH:27]=[CH:26][C:25]([OH:28])=[CH:24][C:23]=3[F:29])[CH:21]=2)=[O:15])[C:10]([CH3:41])([CH3:40])[CH2:9]1)=O)(C)(C)C. Product: [CH3:40][C:10]1([CH3:41])[CH2:9][NH:8][CH2:13][CH2:12][N:11]1[C:14]([C:16]1[CH:21]=[C:20]([C:22]2[CH:27]=[CH:26][C:25]([OH:28])=[CH:24][C:23]=2[F:29])[N:19]=[C:18]2[NH:30][N:31]=[C:32]([CH3:33])[C:17]=12)=[O:15]. The catalyst class is: 89. (2) Reactant: [CH:1]1[CH:6]=[CH:5][C:4]([C@@H:7]([OH:11])[C:8]([OH:10])=[O:9])=[CH:3][CH:2]=1.[CH2:12]1[C@@H:14]([NH2:15])[C@@H:13]1[C:16]1[CH:21]=[CH:20][C:19]([F:22])=[C:18]([F:23])[CH:17]=1. Product: [CH2:12]1[C@@H:14]([NH3+:15])[C@H:13]1[C:16]1[CH:21]=[CH:20][C:19]([F:22])=[C:18]([F:23])[CH:17]=1.[CH:1]1[CH:2]=[CH:3][C:4]([CH:7]([OH:11])[C:8]([O-:10])=[O:9])=[CH:5][CH:6]=1. The catalyst class is: 13.